From a dataset of Reaction yield outcomes from USPTO patents with 853,638 reactions. Predict the reaction yield, written as a fraction of the theoretical maximum amount of product (1.0 means a 100% yield; for example, 0.34 means a 34% yield). (1) The reactants are [Cl:1][C:2]1[CH:7]=[C:6]([CH2:8][OH:9])[CH:5]=[C:4]([O:10][CH3:11])[N:3]=1.[Si:12](Cl)([C:15]([CH3:18])([CH3:17])[CH3:16])([CH3:14])[CH3:13].N1C=CN=C1.O. The catalyst is CN(C=O)C. The product is [Cl:1][C:2]1[CH:7]=[C:6]([CH2:8][O:9][Si:12]([C:15]([CH3:18])([CH3:17])[CH3:16])([CH3:14])[CH3:13])[CH:5]=[C:4]([O:10][CH3:11])[N:3]=1. The yield is 0.930. (2) The reactants are [C:1](O)(=O)[CH2:2][C:3]([OH:5])=[O:4].N1[CH2:13][CH2:12][CH2:11][CH2:10][CH2:9]1.C1(C=O)CCCC1.Cl. The catalyst is N1C=CC=CC=1. The product is [CH:9]1(/[CH:1]=[CH:2]/[C:3]([OH:5])=[O:4])[CH2:13][CH2:12][CH2:11][CH2:10]1. The yield is 0.770. (3) The reactants are [O:1]=[S:2]1(=[O:17])[CH2:7][CH2:6][N:5]([C:8]2[CH:9]=[C:10]([CH:14]=[CH:15][CH:16]=2)[C:11]([OH:13])=[O:12])[CH2:4][CH2:3]1.S(=O)(=O)(O)O.[CH3:23]O. No catalyst specified. The product is [O:17]=[S:2]1(=[O:1])[CH2:3][CH2:4][N:5]([C:8]2[CH:9]=[C:10]([CH:14]=[CH:15][CH:16]=2)[C:11]([O:13][CH3:23])=[O:12])[CH2:6][CH2:7]1. The yield is 0.900. (4) The reactants are [CH3:1][N:2]1[CH2:7][CH2:6][NH:5][CH2:4][CH2:3]1.C(N(CC)CC)C.[CH3:15][O:16][C:17]([C:19]1[CH:26]=[CH:25][C:22]([CH2:23]Br)=[CH:21][CH:20]=1)=[O:18]. The catalyst is Cl. The product is [CH3:1][N:2]1[CH2:7][CH2:6][NH:5][CH2:4][CH:3]1[CH2:23][C:22]1[CH:21]=[CH:20][C:19]([C:17]([O:16][CH3:15])=[O:18])=[CH:26][CH:25]=1. The yield is 0.700. (5) The reactants are [S:1]([Cl:5])(=O)(=[O:3])[OH:2].[C:6]1([N:12]2[CH2:17][CH2:16][O:15][CH2:14][CH2:13]2)[CH:11]=[CH:10][CH:9]=[CH:8][CH:7]=1. The catalyst is [Cl-].[Na+].O. The product is [O:15]1[CH2:16][CH2:17][N:12]([C:6]2[CH:11]=[CH:10][C:9]([S:1]([Cl:5])(=[O:3])=[O:2])=[CH:8][CH:7]=2)[CH2:13][CH2:14]1. The yield is 0.150. (6) The reactants are [OH-].[K+].[CH3:3][C:4]1[N:9]=[C:8]([CH3:10])[C:7]([C:11]([O:13]CC)=[O:12])=[CH:6][N:5]=1. The catalyst is C(O)C. The product is [CH3:3][C:4]1[N:9]=[C:8]([CH3:10])[C:7]([C:11]([OH:13])=[O:12])=[CH:6][N:5]=1. The yield is 0.580. (7) The reactants are [Cl:1][C:2]1[CH:7]=[CH:6][C:5]([C@@H:8]2[CH2:12][N:11]([C:13]([CH:15]3[CH2:20][CH2:19][NH:18][CH2:17][CH2:16]3)=[O:14])[CH2:10][C@H:9]2[N:21]([CH3:32])[C:22](=[O:31])[O:23][C:24]2[CH:29]=[CH:28][C:27]([F:30])=[CH:26][CH:25]=2)=[CH:4][CH:3]=1.CN(C(ON1N=NC2C=CC=NC1=2)=[N+](C)C)C.F[P-](F)(F)(F)(F)F.[CH:57]1([C:61](O)=[O:62])[CH2:60][CH2:59][CH2:58]1.CCN(C(C)C)C(C)C. The catalyst is CN(C=O)C. The product is [F:30][C:27]1[CH:26]=[CH:25][C:24]([O:23][C:22](=[O:31])[N:21]([C@H:9]2[C@H:8]([C:5]3[CH:4]=[CH:3][C:2]([Cl:1])=[CH:7][CH:6]=3)[CH2:12][N:11]([C:13]([CH:15]3[CH2:20][CH2:19][N:18]([C:61]([CH:57]4[CH2:60][CH2:59][CH2:58]4)=[O:62])[CH2:17][CH2:16]3)=[O:14])[CH2:10]2)[CH3:32])=[CH:29][CH:28]=1. The yield is 0.390. (8) The reactants are [CH3:1][C:2]1[N:6]([CH2:7][CH:8]=[CH:9][CH2:10][CH2:11]OS(C)(=O)=O)[C:5](=[O:17])[O:4][N:3]=1.[I-:18].[Na+]. The catalyst is CC(C)=O. The product is [I:18][CH2:11][CH2:10][CH:9]=[CH:8][CH2:7][N:6]1[C:5](=[O:17])[O:4][N:3]=[C:2]1[CH3:1]. The yield is 0.980.